From a dataset of Full USPTO retrosynthesis dataset with 1.9M reactions from patents (1976-2016). Predict the reactants needed to synthesize the given product. (1) Given the product [CH2:1]([O:8][C:9]1[CH:10]=[CH:11][C:12]([C:15]2[N:19]([CH:20]3[CH2:21][CH2:22][CH2:23][CH2:24]3)[C:18]3[CH:25]=[CH:26][C:27]([C:29]([NH2:37])=[O:30])=[CH:28][C:17]=3[N:16]=2)=[CH:13][CH:14]=1)[C:2]1[CH:7]=[CH:6][CH:5]=[CH:4][CH:3]=1, predict the reactants needed to synthesize it. The reactants are: [CH2:1]([O:8][C:9]1[CH:14]=[CH:13][C:12]([C:15]2[N:19]([CH:20]3[CH2:24][CH2:23][CH2:22][CH2:21]3)[C:18]3[CH:25]=[CH:26][C:27]([C:29](O)=[O:30])=[CH:28][C:17]=3[N:16]=2)=[CH:11][CH:10]=1)[C:2]1[CH:7]=[CH:6][CH:5]=[CH:4][CH:3]=1.[Cl-].[NH4+].Cl.C([N:37]=C=NCCCN(C)C)C.ON1C2C=CC=CC=2N=N1. (2) Given the product [F:1][C:2]1[CH:9]=[CH:8][C:5]([CH:6]([S:28]([C:25]2[CH:26]=[CH:27][C:22]([CH3:31])=[CH:23][CH:24]=2)(=[O:30])=[O:29])[NH:14][C:12](=[O:13])[C:11]([CH3:16])([CH3:15])[CH3:10])=[CH:4][CH:3]=1, predict the reactants needed to synthesize it. The reactants are: [F:1][C:2]1[CH:9]=[CH:8][C:5]([CH:6]=O)=[CH:4][CH:3]=1.[CH3:10][C:11]([CH3:16])([CH3:15])[C:12]([NH2:14])=[O:13].C[Si](Cl)(C)C.[C:22]1([CH3:31])[CH:27]=[CH:26][C:25]([S:28]([OH:30])=[O:29])=[CH:24][CH:23]=1. (3) The reactants are: [F:1][C:2]1[CH:3]=[CH:4][C:5]([CH2:9][OH:10])=[C:6]([OH:8])[CH:7]=1.[N+](C1C=C(S(O[CH2:24][C@:25]2(C)[CH2:27][O:26]2)(=O)=O)C=CC=1)([O-])=O.C([O-])([O-])=O.[Cs+].[Cs+].CCOC(C)=O. Given the product [F:1][C:2]1[CH:3]=[CH:4][C:5]([CH2:9][OH:10])=[C:6]([O:8][CH2:24][C@@H:25]2[CH2:27][O:26]2)[CH:7]=1, predict the reactants needed to synthesize it. (4) Given the product [ClH:21].[NH2:15][C@@H:20]([CH2:10][C:7]1[CH:6]=[CH:11][CH:26]=[CH:25][CH:9]=1)[CH:19]=[CH2:29], predict the reactants needed to synthesize it. The reactants are: COC(N[C@H:6]([C:11](O)=O)[C:7]([CH3:10])([CH3:9])C)=O.C[N:15]1[CH2:20][CH2:19]OCC1.[Cl:21]C(O[CH2:25][CH:26](C)C)=O.[CH2:29](Cl)Cl. (5) Given the product [CH2:3]([O:10][C:11]1[CH:12]=[C:13]2[C:17](=[CH:18][CH:19]=1)[N:16]([S:26]([C:20]1[CH:25]=[CH:24][CH:23]=[CH:22][CH:21]=1)(=[O:28])=[O:27])[CH:15]=[CH:14]2)[C:4]1[CH:5]=[CH:6][CH:7]=[CH:8][CH:9]=1, predict the reactants needed to synthesize it. The reactants are: [OH-].[Na+].[CH2:3]([O:10][C:11]1[CH:12]=[C:13]2[C:17](=[CH:18][CH:19]=1)[NH:16][CH:15]=[CH:14]2)[C:4]1[CH:9]=[CH:8][CH:7]=[CH:6][CH:5]=1.[C:20]1([S:26](Cl)(=[O:28])=[O:27])[CH:25]=[CH:24][CH:23]=[CH:22][CH:21]=1. (6) Given the product [ClH:33].[OH:11][B:9]1[C:8]2[CH:12]=[C:13]([O:16][C:17]3[CH:22]=[CH:21][CH:20]=[C:19]([CH2:23][N:24]4[CH2:29][CH2:28][O:27][CH2:26][CH2:25]4)[CH:18]=3)[CH:14]=[CH:15][C:7]=2[CH:6]([CH2:5][C:4]([OH:30])=[O:3])[O:10]1, predict the reactants needed to synthesize it. The reactants are: C([O:3][C:4](=[O:30])[CH2:5][CH:6]1[O:10][B:9]([OH:11])[C:8]2[CH:12]=[C:13]([O:16][C:17]3[CH:22]=[CH:21][CH:20]=[C:19]([CH2:23][N:24]4[CH2:29][CH2:28][O:27][CH2:26][CH2:25]4)[CH:18]=3)[CH:14]=[CH:15][C:7]1=2)C.[Li+].[OH-].[ClH:33]. (7) Given the product [CH2:19]([N:26]1[CH2:32][CH:31]([NH:33][C:9]([O:11][N:12]2[C:13](=[O:14])[CH2:15][CH2:16][C:17]2=[O:18])=[O:10])[CH2:30][N:29]([CH2:34][C:35]2[CH:40]=[CH:39][CH:38]=[CH:37][CH:36]=2)[CH2:28][CH2:27]1)[C:20]1[CH:21]=[CH:22][CH:23]=[CH:24][CH:25]=1, predict the reactants needed to synthesize it. The reactants are: C1C(=O)N(O[C:9]([O:11][N:12]2[C:17](=[O:18])[CH2:16][CH2:15][C:13]2=[O:14])=[O:10])C(=O)C1.[CH2:19]([N:26]1[CH2:32][CH:31]([NH2:33])[CH2:30][N:29]([CH2:34][C:35]2[CH:40]=[CH:39][CH:38]=[CH:37][CH:36]=2)[CH2:28][CH2:27]1)[C:20]1[CH:25]=[CH:24][CH:23]=[CH:22][CH:21]=1.CCN(C(C)C)C(C)C. (8) Given the product [CH3:1][O:2][C:3]1([CH2:13][O:14][CH3:15])[CH2:4][CH2:5][C:6](=[O:7])[CH2:11][CH2:12]1, predict the reactants needed to synthesize it. The reactants are: [CH3:1][O:2][C:3]1([CH2:13][O:14][CH3:15])[CH2:12][CH2:11][C:6]2(OCC[O:7]2)[CH2:5][CH2:4]1.O.C1(C)C=CC(S(O)(=O)=O)=CC=1. (9) The reactants are: Br[C:2]1[C:7]([CH3:8])=[CH:6][C:5]([Br:9])=[CH:4][N:3]=1.[Cu](C#N)[C:11]#[N:12]. Given the product [Br:9][C:5]1[CH:6]=[C:7]([CH3:8])[C:2]([C:11]#[N:12])=[N:3][CH:4]=1, predict the reactants needed to synthesize it. (10) Given the product [C:1]([O:5][C:6](=[O:28])[NH:7][CH2:8][CH:9]1[CH2:10][CH2:11][N:12]([C:15]2[C:20]([NH2:21])=[CH:19][C:18]([S:24]([CH3:27])(=[O:26])=[O:25])=[CH:17][N:16]=2)[CH2:13][CH2:14]1)([CH3:4])([CH3:3])[CH3:2], predict the reactants needed to synthesize it. The reactants are: [C:1]([O:5][C:6](=[O:28])[NH:7][CH2:8][CH:9]1[CH2:14][CH2:13][N:12]([C:15]2[C:20]([N+:21]([O-])=O)=[CH:19][C:18]([S:24]([CH3:27])(=[O:26])=[O:25])=[CH:17][N:16]=2)[CH2:11][CH2:10]1)([CH3:4])([CH3:3])[CH3:2].C(OCC)(=O)C.